Task: Predict which catalyst facilitates the given reaction.. Dataset: Catalyst prediction with 721,799 reactions and 888 catalyst types from USPTO (1) Reactant: Cl[C:2]1[CH:7]=[C:6]([CH3:8])[N:5]=[C:4]([NH:9][CH3:10])[C:3]=1[N+:11]([O-:13])=[O:12].[CH3:14][O-:15].[Na+]. Product: [CH3:14][O:15][C:2]1[CH:7]=[C:6]([CH3:8])[N:5]=[C:4]([NH:9][CH3:10])[C:3]=1[N+:11]([O-:13])=[O:12]. The catalyst class is: 5. (2) Product: [OH:2][C:3]1[CH:8]=[CH:7][N:6]=[C:5]2[C:9](=[O:26])[N:10]([CH2:17][C:18]3[CH:19]=[CH:20][C:21]([O:24][CH3:25])=[CH:22][CH:23]=3)[C:11]3([CH2:16][CH2:15][CH2:14][CH2:13][CH2:12]3)[C:4]=12. The catalyst class is: 4. Reactant: C[O:2][C:3]1[CH:8]=[CH:7][N:6]=[C:5]2[C:9](=[O:26])[N:10]([CH2:17][C:18]3[CH:23]=[CH:22][C:21]([O:24][CH3:25])=[CH:20][CH:19]=3)[C:11]3([CH2:16][CH2:15][CH2:14][CH2:13][CH2:12]3)[C:4]=12.B(Br)(Br)Br. (3) Reactant: CC(C)([O-])C.[K+].[CH:7]([O:10][C:11]1[CH:16]=[CH:15][CH:14]=[CH:13][C:12]=1[OH:17])([CH3:9])[CH3:8].[CH2:18]([O:20][C:21](=[O:26])[CH:22]=[C:23](Cl)[CH3:24])[CH3:19]. Product: [CH2:18]([O:20][C:21](=[O:26])/[CH:22]=[C:23](/[O:17][C:12]1[CH:13]=[CH:14][CH:15]=[CH:16][C:11]=1[O:10][CH:7]([CH3:9])[CH3:8])\[CH3:24])[CH3:19]. The catalyst class is: 7. (4) Reactant: [NH2:1][C@H:2]1[C:11]2[C:6](=[CH:7][CH:8]=[C:9]([F:12])[CH:10]=2)[N:5]([C:13](=[O:15])[CH3:14])[C@@H:4]([CH2:16][CH3:17])[C@@H:3]1[CH3:18].Br[C:20]1[CH:29]=[CH:28][C:23]([C:24]([NH:26][CH3:27])=[O:25])=[CH:22][CH:21]=1.CC(C)([O-])C.[Na+].CN(C1C(C2C(P(C3CCCCC3)C3CCCCC3)=CC=CC=2)=CC=CC=1)C. Product: [C:13]([N:5]1[C:6]2[C:11](=[CH:10][C:9]([F:12])=[CH:8][CH:7]=2)[C@H:2]([NH:1][C:20]2[CH:29]=[CH:28][C:23]([C:24]([NH:26][CH3:27])=[O:25])=[CH:22][CH:21]=2)[C@@H:3]([CH3:18])[C@@H:4]1[CH2:16][CH3:17])(=[O:15])[CH3:14]. The catalyst class is: 62. (5) Reactant: [CH2:1]1[C:10]2[C:5](=[CH:6][CH:7]=[CH:8][CH:9]=2)[CH2:4][CH2:3][N:2]1[CH2:11][CH:12]([OH:30])[CH2:13][O:14][C:15]1[CH:20]=[CH:19][CH:18]=[C:17](B2OC(C)(C)C(C)(C)O2)[CH:16]=1.Br[C:32]1[CH:37]=[CH:36][C:35]([O:38][CH3:39])=[CH:34][CH:33]=1.C([O-])([O-])=O.[K+].[K+]. Product: [CH2:1]1[C:10]2[C:5](=[CH:6][CH:7]=[CH:8][CH:9]=2)[CH2:4][CH2:3][N:2]1[CH2:11][CH:12]([OH:30])[CH2:13][O:14][C:15]1[CH:16]=[C:17]([C:32]2[CH:37]=[CH:36][C:35]([O:38][CH3:39])=[CH:34][CH:33]=2)[CH:18]=[CH:19][CH:20]=1. The catalyst class is: 12. (6) Reactant: [CH2:1]([C:3]1[NH:4][C:5](=[O:27])[C:6]([CH2:12][C:13]2[CH:18]=[CH:17][C:16]([C:19]3[C:20]([C:25]#[N:26])=[CH:21][CH:22]=[CH:23][CH:24]=3)=[CH:15][CH:14]=2)=[C:7]([CH2:9][CH2:10][CH3:11])[N:8]=1)[CH3:2].[C:28]([C:31]1[CH:36]=[CH:35][C:34](B(O)O)=[CH:33][CH:32]=1)(=[O:30])[CH3:29].C(N(CC)CC)C.N1C=CC=CC=1. Product: [C:28]([C:31]1[CH:36]=[CH:35][C:34]([N:4]2[C:5](=[O:27])[C:6]([CH2:12][C:13]3[CH:18]=[CH:17][C:16]([C:19]4[C:20]([C:25]#[N:26])=[CH:21][CH:22]=[CH:23][CH:24]=4)=[CH:15][CH:14]=3)=[C:7]([CH2:9][CH2:10][CH3:11])[N:8]=[C:3]2[CH2:1][CH3:2])=[CH:33][CH:32]=1)(=[O:30])[CH3:29]. The catalyst class is: 560. (7) Reactant: [Cl:1][C:2]1[CH:19]=[CH:18][C:5]([C:6]([NH:8][C:9]2[CH:13]=[CH:12][N:11]([CH2:14][C:15]([OH:17])=O)[N:10]=2)=[O:7])=[CH:4][CH:3]=1.[CH3:20][N:21]1[CH2:26][CH2:25][CH:24]([N:27]2[CH2:32][CH2:31][NH:30][CH2:29][CH2:28]2)[CH2:23][CH2:22]1. Product: [Cl:1][C:2]1[CH:3]=[CH:4][C:5]([C:6]([NH:8][C:9]2[CH:13]=[CH:12][N:11]([CH2:14][C:15]([N:30]3[CH2:29][CH2:28][N:27]([CH:24]4[CH2:25][CH2:26][N:21]([CH3:20])[CH2:22][CH2:23]4)[CH2:32][CH2:31]3)=[O:17])[N:10]=2)=[O:7])=[CH:18][CH:19]=1. The catalyst class is: 1. (8) Reactant: [CH:1]1([NH:7][C:8]([C:10]2[NH:11][C:12]3[C:17]([CH:18]=2)=[C:16]([CH3:19])[CH:15]=[C:14]([OH:20])[CH:13]=3)=[O:9])[CH2:6][CH2:5][CH2:4][CH2:3][CH2:2]1.C([O-])([O-])=O.[Cs+].[Cs+].[Br:27][CH2:28][CH2:29]Br. Product: [Br:27][CH2:28][CH2:29][O:20][C:14]1[CH:13]=[C:12]2[C:17]([CH:18]=[C:10]([C:8]([NH:7][CH:1]3[CH2:2][CH2:3][CH2:4][CH2:5][CH2:6]3)=[O:9])[NH:11]2)=[C:16]([CH3:19])[CH:15]=1. The catalyst class is: 47. (9) Reactant: F[C:2]1[CH:7]=[C:6]([F:8])[CH:5]=[C:4]([F:9])[C:3]=1[N+:10]([O-:12])=[O:11].C(=O)([O-])[O-].[K+].[K+].[NH:19]1[CH2:24][CH2:23][O:22][CH2:21][CH2:20]1. Product: [F:9][C:4]1[C:3]([N+:10]([O-:12])=[O:11])=[C:2]([N:19]2[CH2:24][CH2:23][O:22][CH2:21][CH2:20]2)[CH:7]=[C:6]([F:8])[CH:5]=1. The catalyst class is: 16. (10) The catalyst class is: 4. Product: [CH:1]([N:14]1[C:22]2[C:17](=[CH:18][C:19]([Cl:23])=[CH:20][CH:21]=2)[C:16]([CH2:51][CH2:50][CH2:49][C:46]2[CH:47]=[CH:48][C:43]([C:42]([OH:53])=[O:41])=[CH:44][CH:45]=2)=[C:15]1[CH2:24][CH2:25][NH:26][S:27]([CH2:30][C:31]1[CH:36]=[CH:35][C:34]([Cl:37])=[C:33]([Cl:38])[CH:32]=1)(=[O:28])=[O:29])([C:2]1[CH:7]=[CH:6][CH:5]=[CH:4][CH:3]=1)[C:8]1[CH:9]=[CH:10][CH:11]=[CH:12][CH:13]=1. Reactant: [CH:1]([N:14]1[C:22]2[C:17](=[CH:18][C:19]([Cl:23])=[CH:20][CH:21]=2)[CH:16]=[C:15]1[CH2:24][CH2:25][NH:26][S:27]([CH2:30][C:31]1[CH:36]=[CH:35][C:34]([Cl:37])=[C:33]([Cl:38])[CH:32]=1)(=[O:29])=[O:28])([C:8]1[CH:13]=[CH:12][CH:11]=[CH:10][CH:9]=1)[C:2]1[CH:7]=[CH:6][CH:5]=[CH:4][CH:3]=1.C([O:41][C:42](=[O:53])[C:43]1[CH:48]=[CH:47][C:46]([CH2:49][CH2:50][CH:51]=O)=[CH:45][CH:44]=1)C.C([SiH](CC)CC)C.S([O-])([O-])(=O)=O.[Mg+2].B(F)(F)F.CCOCC.FC(F)(F)C(O)=O.C(O)(=O)C.